This data is from Forward reaction prediction with 1.9M reactions from USPTO patents (1976-2016). The task is: Predict the product of the given reaction. (1) Given the reactants BrCCBr.Cl[Si](C)(C)C.[CH3:10][C:11]([O:14][C:15]([NH:17][C@@H:18]([CH2:28]I)[CH2:19][CH2:20][C:21]([O:23][C:24]([CH3:27])([CH3:26])[CH3:25])=[O:22])=[O:16])([CH3:13])[CH3:12].C1(C)C=CC=CC=1P(C1C=CC=CC=1C)C1C=CC=CC=1C.I[C:53]1[CH:58]=[CH:57][C:56]([C:59]2[N:60]=[C:61]3[C:66]([CH3:67])=[CH:65][CH:64]=[CH:63][N:62]3[CH:68]=2)=[CH:55][CH:54]=1, predict the reaction product. The product is: [CH3:10][C:11]([O:14][C:15]([NH:17][C@@H:18]([CH2:28][C:53]1[CH:58]=[CH:57][C:56]([C:59]2[N:60]=[C:61]3[C:66]([CH3:67])=[CH:65][CH:64]=[CH:63][N:62]3[CH:68]=2)=[CH:55][CH:54]=1)[CH2:19][CH2:20][C:21]([O:23][C:24]([CH3:27])([CH3:26])[CH3:25])=[O:22])=[O:16])([CH3:13])[CH3:12]. (2) Given the reactants [NH:1]1[CH2:7][C:5](=[O:6])[NH:4][C:2]1=[O:3].[CH:8]1([NH:11][C:12]2[N:17]3[N:18]=[CH:19][C:20]([CH:21]=O)=[C:16]3[N:15]=[C:14]([N:23]3[CH2:28][CH2:27][N:26]([C:29]4[N:36]=[CH:35][CH:34]=[CH:33][C:30]=4[C:31]#[N:32])[CH2:25][CH2:24]3)[C:13]=2[CH3:37])[CH2:10][CH2:9]1.N1CCCCC1, predict the reaction product. The product is: [CH:8]1([NH:11][C:12]2[N:17]3[N:18]=[CH:19][C:20]([CH:21]=[C:7]4[C:5](=[O:6])[NH:4][C:2](=[O:3])[NH:1]4)=[C:16]3[N:15]=[C:14]([N:23]3[CH2:28][CH2:27][N:26]([C:29]4[N:36]=[CH:35][CH:34]=[CH:33][C:30]=4[C:31]#[N:32])[CH2:25][CH2:24]3)[C:13]=2[CH3:37])[CH2:9][CH2:10]1.